This data is from Catalyst prediction with 721,799 reactions and 888 catalyst types from USPTO. The task is: Predict which catalyst facilitates the given reaction. (1) Reactant: [F:1][C:2]1[C:11]([N+:12]([O-])=O)=[CH:10][CH:9]=[C:8]([F:15])[C:3]=1[C:4]([O:6][CH3:7])=[O:5]. Product: [NH2:12][C:11]1[C:2]([F:1])=[C:3]([C:8]([F:15])=[CH:9][CH:10]=1)[C:4]([O:6][CH3:7])=[O:5]. The catalyst class is: 63. (2) Reactant: [C:1]1([P:7]([Cl:9])[Cl:8])[CH:6]=[CH:5][CH:4]=[CH:3][CH:2]=1.[CH2:10]([NH:12][CH2:13][CH3:14])[CH3:11]. Product: [CH2:10]([N:12]([CH2:13][CH3:14])[PH:7]([Cl:9])([Cl:8])[C:1]1[CH:6]=[CH:5][CH:4]=[CH:3][CH:2]=1)[CH3:11]. The catalyst class is: 11. (3) Reactant: [C:1]([O:5][C:6]1[CH:13]=[CH:12][C:9]([CH:10]=[CH2:11])=[CH:8][CH:7]=1)([CH3:4])([CH3:3])[CH3:2].[C:14]([O:18][CH:19]1[CH2:24][CH2:23][CH2:22][CH2:21][CH2:20]1)(=[O:17])[CH:15]=[CH2:16].N(C(C)(C)C#N)=NC(C)(C)C#N.CO. Product: [C:1]([O:5][C:6]1[CH:7]=[CH:8][C:9]([CH:10]=[CH2:11])=[CH:12][CH:13]=1)([CH3:4])([CH3:2])[CH3:3].[C:14]([O:18][CH:19]1[CH2:24][CH2:23][CH2:22][CH2:21][CH2:20]1)(=[O:17])[CH:15]=[CH2:16]. The catalyst class is: 32. (4) The catalyst class is: 90. Reactant: [NH2:1][C@@H:2]([C:6]([OH:8])=[O:7])[C@H:3]([CH3:5])[OH:4].C([O-])(O)=O.[Na+].C(=O)([O-])OC1C([C@@H](C)CCCCCCC)=CC=CN=1.[CH3:33][C@H:34]([O:42][C:43](N1C=CC=CC1=O)=[O:44])[CH2:35][CH2:36][CH2:37][CH2:38][CH2:39][CH2:40][CH3:41]. Product: [OH:4][C@@H:3]([CH3:5])[C@@H:2]([NH:1][C:43]([O:42][C@@H:34]([CH3:33])[CH2:35][CH2:36][CH2:37][CH2:38][CH2:39][CH2:40][CH3:41])=[O:44])[C:6]([OH:8])=[O:7]. (5) Reactant: I[C:2]1[C:3]([CH3:11])=[N:4][N:5]2[CH:10]=[CH:9][CH:8]=[CH:7][C:6]=12.C(O[B:16]1[O:20][C:19]([CH3:22])([CH3:21])[C:18]([CH3:24])([CH3:23])[O:17]1)(C)C. Product: [CH3:11][C:3]1[C:2]([B:16]2[O:20][C:19]([CH3:22])([CH3:21])[C:18]([CH3:24])([CH3:23])[O:17]2)=[C:6]2[CH:7]=[CH:8][CH:9]=[CH:10][N:5]2[N:4]=1. The catalyst class is: 1.